Predict the reactants needed to synthesize the given product. From a dataset of Full USPTO retrosynthesis dataset with 1.9M reactions from patents (1976-2016). Given the product [C:1]([O:5][C:6]([NH:8][C:9]1[O:17][C:16]2[C:11](=[N:12][CH:13]=[C:14]([CH:18]3[CH2:19][CH2:20]3)[CH:15]=2)[C:10]=1[C:21]([OH:23])=[O:22])=[O:7])([CH3:4])([CH3:2])[CH3:3], predict the reactants needed to synthesize it. The reactants are: [C:1]([O:5][C:6]([NH:8][C:9]1[O:17][C:16]2[C:11](=[N:12][CH:13]=[C:14]([CH:18]3[CH2:20][CH2:19]3)[CH:15]=2)[C:10]=1[C:21]([O:23]CC)=[O:22])=[O:7])([CH3:4])([CH3:3])[CH3:2].[Li+].[OH-].O.CO.